This data is from Catalyst prediction with 721,799 reactions and 888 catalyst types from USPTO. The task is: Predict which catalyst facilitates the given reaction. (1) Reactant: [F:1][C:2]([F:15])([F:14])[O:3][C:4]1[CH:5]=[C:6]([CH:11]=[CH:12][CH:13]=1)[C:7]([NH:9][NH2:10])=O.Cl[C:17]1[N:22]=[N:21][C:20]([C:23]([OH:25])=[O:24])=[CH:19][CH:18]=1.Cl.C(N(CC)CC)C. Product: [F:1][C:2]([F:15])([F:14])[O:3][C:4]1[CH:5]=[C:6]([C:7]2[N:22]3[N:21]=[C:20]([C:23]([OH:25])=[O:24])[CH:19]=[CH:18][C:17]3=[N:10][N:9]=2)[CH:11]=[CH:12][CH:13]=1. The catalyst class is: 113. (2) Reactant: [Cl:1][C:2]1[CH:7]=[CH:6][CH:5]=[C:4]([F:8])[C:3]=1[NH:9][C:10]1[NH:11][C:12]2[C:18]3[CH2:19][C:20]([CH3:23])([CH3:22])[O:21][C:17]=3[C:16]([C:24]([O:26]C)=O)=[CH:15][C:13]=2[N:14]=1.[F:28][C:29]1[C:35]([C:36]([F:39])([F:38])[F:37])=[CH:34][CH:33]=[CH:32][C:30]=1[NH2:31].C[Al](C)C. Product: [Cl:1][C:2]1[CH:7]=[CH:6][CH:5]=[C:4]([F:8])[C:3]=1[NH:9][C:10]1[NH:11][C:12]2[C:18]3[CH2:19][C:20]([CH3:23])([CH3:22])[O:21][C:17]=3[C:16]([C:24]([NH:31][C:30]3[CH:32]=[CH:33][CH:34]=[C:35]([C:36]([F:37])([F:38])[F:39])[C:29]=3[F:28])=[O:26])=[CH:15][C:13]=2[N:14]=1. The catalyst class is: 11.